From a dataset of Full USPTO retrosynthesis dataset with 1.9M reactions from patents (1976-2016). Predict the reactants needed to synthesize the given product. Given the product [F:1][C:2]1[CH:7]=[C:6]([F:8])[CH:5]=[CH:4][C:3]=1[C:9]1([C:12]([F:20])([F:21])[C:13]2[CH:14]=[CH:15][C:16]([O:19][CH2:34][C:35]([F:38])([F:37])[F:36])=[CH:17][N:18]=2)[CH2:11][O:10]1, predict the reactants needed to synthesize it. The reactants are: [F:1][C:2]1[CH:7]=[C:6]([F:8])[CH:5]=[CH:4][C:3]=1[C:9]1([C:12]([F:21])([F:20])[C:13]2[N:18]=[CH:17][C:16]([OH:19])=[CH:15][CH:14]=2)[CH2:11][O:10]1.C([O-])([O-])=O.[K+].[K+].FC(F)(F)S(O[CH2:34][C:35]([F:38])([F:37])[F:36])(=O)=O.